From a dataset of Catalyst prediction with 721,799 reactions and 888 catalyst types from USPTO. Predict which catalyst facilitates the given reaction. (1) Reactant: [NH2:1][C:2]1[N:6]([C:7]2[CH:12]=[CH:11][N:10]=[CH:9][C:8]=2Br)[N:5]=[C:4]([C:14]2[CH:19]=[CH:18][C:17]([O:20][C:21]3[CH:26]=[CH:25][CH:24]=[CH:23][CH:22]=3)=[CH:16][CH:15]=2)[C:3]=1[C:27]([NH2:29])=[O:28].CNCCNC.[O-]P([O-])([O-])=O.[K+].[K+].[K+]. Product: [O:20]([C:17]1[CH:18]=[CH:19][C:14]([C:4]2[C:3]([C:27]([NH2:29])=[O:28])=[C:2]3[NH:1][C:8]4[CH:9]=[N:10][CH:11]=[CH:12][C:7]=4[N:6]3[N:5]=2)=[CH:15][CH:16]=1)[C:21]1[CH:26]=[CH:25][CH:24]=[CH:23][CH:22]=1. The catalyst class is: 122. (2) Reactant: [CH3:1][O:2][C:3](=[O:37])[C:4]1[CH:9]=[CH:8][C:7]([C:10]([C:17]2[N:26](S(C3C=CC=CC=3)(=O)=O)[C:20]3=[N:21][CH:22]=[C:23]([F:25])[CH:24]=[C:19]3[CH:18]=2)=[CH:11][CH:12]2[CH2:16][CH2:15][CH2:14][CH2:13]2)=[CH:6][C:5]=1[F:36].[F-].C([N+](CCCC)(CCCC)CCCC)CCC. Product: [CH3:1][O:2][C:3](=[O:37])[C:4]1[CH:9]=[CH:8][C:7]([C:10]([C:17]2[NH:26][C:20]3=[N:21][CH:22]=[C:23]([F:25])[CH:24]=[C:19]3[CH:18]=2)=[CH:11][CH:12]2[CH2:13][CH2:14][CH2:15][CH2:16]2)=[CH:6][C:5]=1[F:36]. The catalyst class is: 7. (3) Reactant: [Cl-].[NH4+:2].[NH3:3].[CH2:4]([N:11]1[CH2:16][CH2:15][C:14](=O)[CH2:13][CH2:12]1)[C:5]1[CH:10]=[CH:9][CH:8]=[CH:7][CH:6]=1.[C-:18]#N.[Na+]. The catalyst class is: 6. Product: [NH2:2][C:14]1([C:18]#[N:3])[CH2:15][CH2:16][N:11]([CH2:4][C:5]2[CH:10]=[CH:9][CH:8]=[CH:7][CH:6]=2)[CH2:12][CH2:13]1. (4) The catalyst class is: 1. Reactant: [Si:1]([O:18][CH2:19][CH2:20][C@H:21]1[C:26]2[CH:27]=[CH:28][C:29](Br)=[CH:30][C:25]=2[CH2:24][CH2:23][O:22]1)([C:14]([CH3:17])([CH3:16])[CH3:15])([C:8]1[CH:13]=[CH:12][CH:11]=[CH:10][CH:9]=1)[C:2]1[CH:7]=[CH:6][CH:5]=[CH:4][CH:3]=1.C([Li])CCC.CN(C)[CH:39]=[O:40]. Product: [Si:1]([O:18][CH2:19][CH2:20][C@H:21]1[C:26]2[CH:27]=[CH:28][C:29]([CH:39]=[O:40])=[CH:30][C:25]=2[CH2:24][CH2:23][O:22]1)([C:14]([CH3:17])([CH3:16])[CH3:15])([C:8]1[CH:13]=[CH:12][CH:11]=[CH:10][CH:9]=1)[C:2]1[CH:7]=[CH:6][CH:5]=[CH:4][CH:3]=1. (5) Reactant: [O:1]1[CH:5]=[CH:4][C:3]([C:6]2[O:10][C:9]([N:11]3[CH:17]4[CH2:18][CH2:19][N:14]([CH2:15][CH2:16]4)[CH2:13][CH2:12]3)=[N:8][N:7]=2)=[CH:2]1.[OH:20]O. Product: [O:1]1[CH:5]=[CH:4][C:3]([C:6]2[O:10][C:9]([N:11]3[CH:17]4[CH2:16][CH2:15][N+:14]([O-:20])([CH2:19][CH2:18]4)[CH2:13][CH2:12]3)=[N:8][N:7]=2)=[CH:2]1. The catalyst class is: 8.